Dataset: Forward reaction prediction with 1.9M reactions from USPTO patents (1976-2016). Task: Predict the product of the given reaction. (1) Given the reactants Cl.Cl.[NH:3]1[CH2:8][CH2:7][CH:6]([C:9]2[N:13]3[CH2:14][CH2:15][CH2:16][CH2:17][C:12]3=[N:11][CH:10]=2)[CH2:5][CH2:4]1.C1CCN2C(=NCCC2)CC1.[Cl:29][C:30]1[CH:39]=[C:38]2[C:33]([CH:34]=[C:35]([S:40]([CH2:43][CH2:44][C:45](O)=[O:46])(=[O:42])=[O:41])[CH2:36][O:37]2)=[CH:32][CH:31]=1.CCN=C=NCCCN(C)C.C1C=CC2N(O)N=NC=2C=1, predict the reaction product. The product is: [ClH:29].[Cl:29][C:30]1[CH:39]=[C:38]2[C:33]([CH:34]=[C:35]([S:40]([CH2:43][CH2:44][C:45]([N:3]3[CH2:4][CH2:5][CH:6]([C:9]4[N:13]5[CH2:14][CH2:15][CH2:16][CH2:17][C:12]5=[N:11][CH:10]=4)[CH2:7][CH2:8]3)=[O:46])(=[O:41])=[O:42])[CH2:36][O:37]2)=[CH:32][CH:31]=1. (2) Given the reactants C1COCC1.C[O:7][C:8](=O)[C:9]1[CH:14]=[CH:13][C:12]([CH2:15][CH2:16][CH3:17])=[C:11]([C:18]([F:21])([F:20])[F:19])[CH:10]=1.[H-].[Al+3].[Li+].[H-].[H-].[H-].[OH-].[Na+], predict the reaction product. The product is: [CH2:15]([C:12]1[CH:13]=[CH:14][C:9]([CH2:8][OH:7])=[CH:10][C:11]=1[C:18]([F:19])([F:20])[F:21])[CH2:16][CH3:17]. (3) Given the reactants [CH2:1](O)[CH3:2].[NH2:4][CH:5]([CH2:9][CH2:10][C:11]1[CH:16]=[CH:15][CH:14]=[CH:13][CH:12]=1)[C:6]([OH:8])=[O:7].S(=O)(=O)(O)O, predict the reaction product. The product is: [NH2:4][CH:5]([CH2:9][CH2:10][C:11]1[CH:16]=[CH:15][CH:14]=[CH:13][CH:12]=1)[C:6]([O:8][CH2:1][CH3:2])=[O:7]. (4) Given the reactants [OH-:1].[Na+].[N+]([C:6]1C=CC=C[C:7]=1[C:8]([O-:10])=O)([O-])=O.[CH2:15]([O:22][C:23]([NH:25][C@@H:26]([CH2:34][SH:35])[C:27]([O:29][C:30]([CH3:33])([CH3:32])[CH3:31])=[O:28])=[O:24])[C:16]1[CH:21]=[CH:20][CH:19]=[CH:18][CH:17]=1, predict the reaction product. The product is: [CH2:15]([O:22][C:23]([NH:25][C@@H:26]([CH2:34][S:35][CH2:6][C@H:7]([OH:1])[CH2:8][OH:10])[C:27]([O:29][C:30]([CH3:31])([CH3:32])[CH3:33])=[O:28])=[O:24])[C:16]1[CH:17]=[CH:18][CH:19]=[CH:20][CH:21]=1. (5) Given the reactants [Br:1][C:2]1[CH:7]=[CH:6][C:5]([C:8]2[NH:12][N:11]=[N:10][N:9]=2)=[CH:4][CH:3]=1.[OH-].[Na+].[CH3:15]I, predict the reaction product. The product is: [Br:1][C:2]1[CH:7]=[CH:6][C:5]([C:8]2[N:9]=[N:10][N:11]([CH3:15])[N:12]=2)=[CH:4][CH:3]=1.